This data is from Full USPTO retrosynthesis dataset with 1.9M reactions from patents (1976-2016). The task is: Predict the reactants needed to synthesize the given product. (1) Given the product [CH:1]([C:3]1[S:7][C:6]([C:8]2[CH:16]=[CH:15][C:11]([C:12]([NH:17][CH3:18])=[O:13])=[CH:10][CH:9]=2)=[CH:5][CH:4]=1)=[O:2], predict the reactants needed to synthesize it. The reactants are: [CH:1]([C:3]1[S:7][C:6]([C:8]2[CH:16]=[CH:15][C:11]([C:12](O)=[O:13])=[CH:10][CH:9]=2)=[CH:5][CH:4]=1)=[O:2].[N:17]1C=CC=C[CH:18]=1.FC(F)(F)C(OC1C(F)=C(F)C(F)=C(F)C=1F)=O.Cl. (2) Given the product [C:1]([O:5][C:6](=[O:15])[NH:7][CH2:8][C:9]1[S:10][C:11]([C:25]2[C:26]3[C:27](=[N:28][CH:29]=[CH:30][CH:31]=3)[NH:23][CH:24]=2)=[CH:12][CH:13]=1)([CH3:4])([CH3:3])[CH3:2], predict the reactants needed to synthesize it. The reactants are: [C:1]([O:5][C:6](=[O:15])[NH:7][CH2:8][C:9]1[S:10][C:11](Br)=[CH:12][CH:13]=1)([CH3:4])([CH3:3])[CH3:2].C(OC([N:23]1[C:27]2=[N:28][CH:29]=[CH:30][CH:31]=[C:26]2[C:25](B2OC(C)(C)C(C)(C)O2)=[CH:24]1)=O)(C)(C)C.ClCCl.O1CCOCC1.C(=O)([O-])[O-].[Na+].[Na+].